Task: Predict the reaction yield, written as a fraction of the theoretical maximum amount of product (1.0 means a 100% yield; for example, 0.34 means a 34% yield).. Dataset: Reaction yield outcomes from USPTO patents with 853,638 reactions The reactants are [S:1]([C:5]1[CH:25]=[CH:24][C:8]([NH:9][CH:10]([C:13]2[CH:18]=[CH:17][C:16]([C:19]3[O:20][CH:21]=[CH:22][CH:23]=3)=[CH:15][CH:14]=2)[C:11]#N)=[CH:7][CH:6]=1)(=[O:4])(=[O:3])[NH2:2].O=[CH:27][C:28](=C)[CH3:29].C[Si]([N-][Si](C)(C)C)(C)C.[Li+].[NH4+].[Cl-]. The catalyst is C1COCC1. The product is [O:20]1[CH:21]=[CH:22][CH:23]=[C:19]1[C:16]1[CH:17]=[CH:18][C:13]([C:10]2[N:9]([C:8]3[CH:24]=[CH:25][C:5]([S:1](=[O:4])(=[O:3])[NH2:2])=[CH:6][CH:7]=3)[CH:27]=[C:28]([CH3:29])[CH:11]=2)=[CH:14][CH:15]=1. The yield is 0.0560.